Dataset: Reaction yield outcomes from USPTO patents with 853,638 reactions. Task: Predict the reaction yield, written as a fraction of the theoretical maximum amount of product (1.0 means a 100% yield; for example, 0.34 means a 34% yield). The reactants are [NH2:1][C:2]1([C:8]([O:10][CH2:11][C:12]2[CH:17]=[CH:16][CH:15]=[CH:14][CH:13]=2)=[O:9])[CH2:7][CH2:6][CH2:5][CH2:4][CH2:3]1.C(N(CC)CC)C.[N:25]1([C:31](Cl)=[O:32])[CH2:30][CH2:29][O:28][CH2:27][CH2:26]1. The catalyst is C(Cl)(Cl)Cl. The product is [N:25]1([C:31]([NH:1][C:2]2([C:8]([O:10][CH2:11][C:12]3[CH:13]=[CH:14][CH:15]=[CH:16][CH:17]=3)=[O:9])[CH2:7][CH2:6][CH2:5][CH2:4][CH2:3]2)=[O:32])[CH2:30][CH2:29][O:28][CH2:27][CH2:26]1. The yield is 0.870.